From a dataset of NCI-60 drug combinations with 297,098 pairs across 59 cell lines. Regression. Given two drug SMILES strings and cell line genomic features, predict the synergy score measuring deviation from expected non-interaction effect. (1) Drug 1: COC1=CC(=CC(=C1O)OC)C2C3C(COC3=O)C(C4=CC5=C(C=C24)OCO5)OC6C(C(C7C(O6)COC(O7)C8=CC=CS8)O)O. Drug 2: COC1=C2C(=CC3=C1OC=C3)C=CC(=O)O2. Cell line: A549. Synergy scores: CSS=44.0, Synergy_ZIP=3.56, Synergy_Bliss=3.09, Synergy_Loewe=-6.40, Synergy_HSA=4.45. (2) Cell line: EKVX. Synergy scores: CSS=34.0, Synergy_ZIP=-3.07, Synergy_Bliss=1.38, Synergy_Loewe=-4.05, Synergy_HSA=2.95. Drug 2: C1CNP(=O)(OC1)N(CCCl)CCCl. Drug 1: CCCCC(=O)OCC(=O)C1(CC(C2=C(C1)C(=C3C(=C2O)C(=O)C4=C(C3=O)C=CC=C4OC)O)OC5CC(C(C(O5)C)O)NC(=O)C(F)(F)F)O. (3) Cell line: HS 578T. Drug 1: C1CN1C2=NC(=NC(=N2)N3CC3)N4CC4. Drug 2: CC12CCC3C(C1CCC2O)C(CC4=C3C=CC(=C4)O)CCCCCCCCCS(=O)CCCC(C(F)(F)F)(F)F. Synergy scores: CSS=4.40, Synergy_ZIP=0.117, Synergy_Bliss=-5.71, Synergy_Loewe=-3.48, Synergy_HSA=-3.05. (4) Drug 1: CC1=C(N=C(N=C1N)C(CC(=O)N)NCC(C(=O)N)N)C(=O)NC(C(C2=CN=CN2)OC3C(C(C(C(O3)CO)O)O)OC4C(C(C(C(O4)CO)O)OC(=O)N)O)C(=O)NC(C)C(C(C)C(=O)NC(C(C)O)C(=O)NCCC5=NC(=CS5)C6=NC(=CS6)C(=O)NCCC[S+](C)C)O. Drug 2: C1=NC2=C(N1)C(=S)N=CN2. Cell line: MDA-MB-231. Synergy scores: CSS=58.8, Synergy_ZIP=-0.948, Synergy_Bliss=0.160, Synergy_Loewe=-5.91, Synergy_HSA=1.22. (5) Drug 1: CC1C(C(CC(O1)OC2CC(CC3=C2C(=C4C(=C3O)C(=O)C5=C(C4=O)C(=CC=C5)OC)O)(C(=O)CO)O)N)O.Cl. Drug 2: CC1=C(N=C(N=C1N)C(CC(=O)N)NCC(C(=O)N)N)C(=O)NC(C(C2=CN=CN2)OC3C(C(C(C(O3)CO)O)O)OC4C(C(C(C(O4)CO)O)OC(=O)N)O)C(=O)NC(C)C(C(C)C(=O)NC(C(C)O)C(=O)NCCC5=NC(=CS5)C6=NC(=CS6)C(=O)NCCC[S+](C)C)O. Cell line: SK-OV-3. Synergy scores: CSS=17.2, Synergy_ZIP=-7.61, Synergy_Bliss=-7.09, Synergy_Loewe=-12.4, Synergy_HSA=-4.53. (6) Drug 1: C1CC(=O)NC(=O)C1N2CC3=C(C2=O)C=CC=C3N. Drug 2: CC12CCC3C(C1CCC2OP(=O)(O)O)CCC4=C3C=CC(=C4)OC(=O)N(CCCl)CCCl.[Na+]. Cell line: HL-60(TB). Synergy scores: CSS=6.60, Synergy_ZIP=-7.49, Synergy_Bliss=-7.51, Synergy_Loewe=-4.13, Synergy_HSA=-3.98.